Dataset: Forward reaction prediction with 1.9M reactions from USPTO patents (1976-2016). Task: Predict the product of the given reaction. Given the reactants [CH3:1][O:2][C:3]([CH:5](P(OC)(OC)=O)[NH:6][C:7]([O:9][CH2:10][C:11]1[CH:16]=[CH:15][CH:14]=[CH:13][CH:12]=1)=[O:8])=[O:4].C1CCN2C(=NCCC2)CC1.[F:34][C:35]([F:40])([F:39])[CH2:36][CH:37]=O, predict the reaction product. The product is: [CH3:1][O:2][C:3](=[O:4])[C:5]([NH:6][C:7]([O:9][CH2:10][C:11]1[CH:12]=[CH:13][CH:14]=[CH:15][CH:16]=1)=[O:8])=[CH:37][CH2:36][C:35]([F:40])([F:39])[F:34].